Dataset: Cav3 T-type calcium channel HTS with 100,875 compounds. Task: Binary Classification. Given a drug SMILES string, predict its activity (active/inactive) in a high-throughput screening assay against a specified biological target. (1) The drug is O1C(CCC1)CNc1ncnc2c3c4c(CCC4)c(nc3oc12)CC(C)C. The result is 0 (inactive). (2) The drug is Fc1c(=O)n(CCCCCC)c(=O)n(Cc2cc([N+]([O-])=O)c(OC)cc2)c1. The result is 0 (inactive).